Dataset: TCR-epitope binding with 47,182 pairs between 192 epitopes and 23,139 TCRs. Task: Binary Classification. Given a T-cell receptor sequence (or CDR3 region) and an epitope sequence, predict whether binding occurs between them. (1) The epitope is ELAGIGILTV. The TCR CDR3 sequence is CSAEAGLPYYEQYF. Result: 1 (the TCR binds to the epitope). (2) The epitope is YLNTLTLAV. The TCR CDR3 sequence is CASSSFPGGLYEQYF. Result: 0 (the TCR does not bind to the epitope). (3) The epitope is RAKFKQLL. The TCR CDR3 sequence is CASSSSYEQYF. Result: 0 (the TCR does not bind to the epitope). (4) The epitope is NLVPMVATV. The TCR CDR3 sequence is CASSSDVLPEQYF. Result: 1 (the TCR binds to the epitope). (5) The epitope is GTITSGWTF. The TCR CDR3 sequence is CASSLGQGSGAEAFF. Result: 0 (the TCR does not bind to the epitope). (6) The epitope is FPPTSFGPL. The TCR CDR3 sequence is CASRFLIRGNTEAFF. Result: 1 (the TCR binds to the epitope). (7) The epitope is TLIGDCATV. The TCR CDR3 sequence is CASSLIQREQYF. Result: 1 (the TCR binds to the epitope).